From a dataset of Forward reaction prediction with 1.9M reactions from USPTO patents (1976-2016). Predict the product of the given reaction. Given the reactants [F:1][C:2]1[CH:7]=[CH:6][CH:5]=[CH:4][C:3]=1[C@H:8]([N:10]([CH2:33][C:34]1[CH:39]=[CH:38][C:37]([C:40]([O:42]C)=[O:41])=[CH:36][CH:35]=1)[C:11]([C@@H:13]1[CH2:22][C:21]2[C:16](=[CH:17][CH:18]=[CH:19][CH:20]=2)[CH2:15][N:14]1[C:23]([O:25][CH2:26][C:27]1[CH:32]=[CH:31][CH:30]=[CH:29][CH:28]=1)=[O:24])=[O:12])[CH3:9].[Li+].[OH-].Cl, predict the reaction product. The product is: [CH2:26]([O:25][C:23]([N:14]1[C@H:13]([C:11]([N:10]([CH2:33][C:34]2[CH:35]=[CH:36][C:37]([C:40]([OH:42])=[O:41])=[CH:38][CH:39]=2)[C@@H:8]([C:3]2[CH:4]=[CH:5][CH:6]=[CH:7][C:2]=2[F:1])[CH3:9])=[O:12])[CH2:22][C:21]2[C:16](=[CH:17][CH:18]=[CH:19][CH:20]=2)[CH2:15]1)=[O:24])[C:27]1[CH:32]=[CH:31][CH:30]=[CH:29][CH:28]=1.